Dataset: Reaction yield outcomes from USPTO patents with 853,638 reactions. Task: Predict the reaction yield, written as a fraction of the theoretical maximum amount of product (1.0 means a 100% yield; for example, 0.34 means a 34% yield). (1) The reactants are [CH3:1][C:2]1[CH:11]=[CH:10][C:9]2[C:4](=[CH:5][CH:6]=[CH:7][C:8]=2[N:12]2[CH2:17][CH2:16][NH:15][C@H:14]([CH3:18])[CH2:13]2)[N:3]=1.CS(O[CH2:24][CH2:25][C:26]1[CH:31]=[CH:30][CH:29]=[C:28]([N:32]2[CH2:36][CH2:35][O:34][C:33]2=[O:37])[CH:27]=1)(=O)=O. No catalyst specified. The product is [CH3:18][C@@H:14]1[CH2:13][N:12]([C:8]2[CH:7]=[CH:6][CH:5]=[C:4]3[C:9]=2[CH:10]=[CH:11][C:2]([CH3:1])=[N:3]3)[CH2:17][CH2:16][N:15]1[CH2:24][CH2:25][C:26]1[CH:27]=[C:28]([N:32]2[CH2:36][CH2:35][O:34][C:33]2=[O:37])[CH:29]=[CH:30][CH:31]=1. The yield is 0.330. (2) The reactants are [Br:1][C:2]1[C:3]([C:9]([OH:11])=O)=[C:4]([CH:6]=[CH:7][CH:8]=1)[NH2:5].[N:12]([O-])=O.[Na+].[O-]S([O-])=O.[Na+].[Na+]. The catalyst is O.Cl. The product is [Br:1][C:2]1[CH:8]=[CH:7][CH:6]=[C:4]2[C:3]=1[C:9]([OH:11])=[N:12][NH:5]2. The yield is 0.490. (3) The reactants are [C:1]([C:5]1[CH:12]=[CH:11][C:10]([N+:13]([O-:15])=[O:14])=[CH:9][C:6]=1[C:7]#[N:8])([CH3:4])([CH3:3])[CH3:2].B.C1COCC1.CO.Cl. The catalyst is C1COCC1.O. The product is [C:1]([C:5]1[CH:12]=[CH:11][C:10]([N+:13]([O-:15])=[O:14])=[CH:9][C:6]=1[CH2:7][NH2:8])([CH3:4])([CH3:2])[CH3:3]. The yield is 0.430. (4) The reactants are [NH2:1][C:2]1[N:6]([C:7]2[CH:12]=[CH:11][CH:10]=[C:9]([N+:13]([O-:15])=[O:14])[CH:8]=2)[N:5]=[CH:4][C:3]=1C#N.P(=O)(O)(O)O.[OH-].[NH4+]. No catalyst specified. The product is [NH2:1][C:2]1[N:6]([C:7]2[CH:12]=[CH:11][CH:10]=[C:9]([N+:13]([O-:15])=[O:14])[CH:8]=2)[N:5]=[CH:4][CH:3]=1. The yield is 0.800.